This data is from Catalyst prediction with 721,799 reactions and 888 catalyst types from USPTO. The task is: Predict which catalyst facilitates the given reaction. (1) Reactant: C([NH:4][C:5]1[CH:10]=[CH:9][C:8]([CH2:11][C:12]([O:14][CH2:15][CH3:16])=[O:13])=[CH:7][C:6]=1[N+:17]([O-:19])=[O:18])(=O)C. Product: [NH2:4][C:5]1[CH:10]=[CH:9][C:8]([CH2:11][C:12]([O:14][CH2:15][CH3:16])=[O:13])=[CH:7][C:6]=1[N+:17]([O-:19])=[O:18]. The catalyst class is: 811. (2) Reactant: [Li+].[OH-].[C:3]([O:7][C:8]([N:10]1[CH2:14][C@@H:13]([F:15])[CH2:12][C@@H:11]1[C:16]([NH:18][CH2:19][C:20]1[CH:25]=[C:24]([C:26]2[CH:27]=[N:28][C:29]([C:32]([F:35])([F:34])[F:33])=[CH:30][CH:31]=2)[N:23]=[CH:22][C:21]=1[C:36]([O:38]C)=[O:37])=[O:17])=[O:9])([CH3:6])([CH3:5])[CH3:4].Cl. Product: [C:3]([O:7][C:8]([N:10]1[CH2:14][C@@H:13]([F:15])[CH2:12][C@@H:11]1[C:16]([NH:18][CH2:19][C:20]1[CH:25]=[C:24]([C:26]2[CH:27]=[N:28][C:29]([C:32]([F:33])([F:34])[F:35])=[CH:30][CH:31]=2)[N:23]=[CH:22][C:21]=1[C:36]([OH:38])=[O:37])=[O:17])=[O:9])([CH3:6])([CH3:4])[CH3:5]. The catalyst class is: 132. (3) Reactant: [CH3:1][C:2]1[C:7]([CH2:8][OH:9])=[CH:6][CH:5]=[C:4]([C:10]2[CH:15]=[CH:14][CH:13]=[C:12]([C:16]([F:19])([F:18])[F:17])[CH:11]=2)[N:3]=1.CC(C1C=CC=C(C(F)(F)F)C=1)=O. Product: [CH3:1][C:2]1[C:7]([CH:8]=[O:9])=[CH:6][CH:5]=[C:4]([C:10]2[CH:15]=[CH:14][CH:13]=[C:12]([C:16]([F:18])([F:17])[F:19])[CH:11]=2)[N:3]=1. The catalyst class is: 177. (4) Reactant: [CH2:1]([O:3][C:4]1[CH:5]=[C:6]2[C:11](=[C:12]3[CH2:16][C:15]([CH3:18])([CH3:17])[O:14][C:13]=13)[C:10]([C:19]1[CH:28]=[CH:27][C:22]([C:23]([O:25][CH3:26])=[O:24])=[C:21]([NH:29][C:30](=[O:35])[C:31]([F:34])([F:33])[F:32])[CH:20]=1)=[N:9][C:8]([CH3:37])([CH3:36])[CH2:7]2)[CH3:2].Br[CH2:39][C:40]1[CH:49]=[CH:48][C:43]([C:44]([O:46][CH3:47])=[O:45])=[CH:42][CH:41]=1.[I-].[K+].C(=O)([O-])[O-].[K+].[K+].C(OC(C)C)(C)C. Product: [CH2:1]([O:3][C:4]1[CH:5]=[C:6]2[C:11](=[C:12]3[CH2:16][C:15]([CH3:18])([CH3:17])[O:14][C:13]=13)[C:10]([C:19]1[CH:28]=[CH:27][C:22]([C:23]([O:25][CH3:26])=[O:24])=[C:21]([N:29]([CH2:39][C:40]3[CH:41]=[CH:42][C:43]([C:44]([O:46][CH3:47])=[O:45])=[CH:48][CH:49]=3)[C:30](=[O:35])[C:31]([F:32])([F:33])[F:34])[CH:20]=1)=[N:9][C:8]([CH3:36])([CH3:37])[CH2:7]2)[CH3:2]. The catalyst class is: 9. (5) Reactant: [NH2:1][C:2]1[CH:3]=[C:4]([CH:35]=[CH:36][CH:37]=1)[CH2:5][O:6][C:7]1[CH:12]=[CH:11][C:10]([C@@H:13]([C:30]2[CH:34]=[CH:33][O:32][N:31]=2)[CH2:14][C:15]([N:17]2[C@@H:21]([CH2:22][C:23]3[CH:28]=[CH:27][CH:26]=[CH:25][CH:24]=3)[CH2:20][O:19][C:18]2=[O:29])=[O:16])=[CH:9][CH:8]=1.[F:38][C:39]([F:51])([F:50])[C:40]1[CH:45]=[CH:44][C:43]([S:46](Cl)(=[O:48])=[O:47])=[CH:42][CH:41]=1. Product: [CH2:22]([C@H:21]1[CH2:20][O:19][C:18](=[O:29])[N:17]1[C:15](=[O:16])[CH2:14][C@@H:13]([C:10]1[CH:11]=[CH:12][C:7]([O:6][CH2:5][C:4]2[CH:3]=[C:2]([NH:1][S:46]([C:43]3[CH:42]=[CH:41][C:40]([C:39]([F:38])([F:50])[F:51])=[CH:45][CH:44]=3)(=[O:48])=[O:47])[CH:37]=[CH:36][CH:35]=2)=[CH:8][CH:9]=1)[C:30]1[CH:34]=[CH:33][O:32][N:31]=1)[C:23]1[CH:28]=[CH:27][CH:26]=[CH:25][CH:24]=1. The catalyst class is: 64.